Dataset: Catalyst prediction with 721,799 reactions and 888 catalyst types from USPTO. Task: Predict which catalyst facilitates the given reaction. (1) Reactant: [N:1]1(C2CCCCCCC2)[CH2:8]CCCCCN1.Cl[C:18]1[N:23]=[C:22]([CH:24]2[CH2:26][CH2:25]2)[CH:21]=[CH:20][N:19]=1.[C-]#N.[Na+]. Product: [CH:24]1([C:22]2[CH:21]=[CH:20][N:19]=[C:18]([C:8]#[N:1])[N:23]=2)[CH2:26][CH2:25]1. The catalyst class is: 58. (2) Reactant: [F:1][C:2]1([F:26])[CH:8]([NH:9][C:10](=[O:15])[C:11]([F:14])([F:13])[F:12])[CH2:7][CH2:6][N:5](C(OCC2C=CC=CC=2)=O)[CH2:4][CH2:3]1. Product: [F:26][C:2]1([F:1])[CH2:3][CH2:4][NH:5][CH2:6][CH2:7][CH:8]1[NH:9][C:10](=[O:15])[C:11]([F:13])([F:14])[F:12]. The catalyst class is: 19. (3) Reactant: [CH3:1][O:2][C:3]1[CH:26]=[N:25][C:6]2=[N:7][C:8]([C:18]3[CH:23]=[CH:22][C:21]([CH3:24])=[CH:20][CH:19]=3)=[C:9]([C:11]3[CH:16]=[CH:15][C:14]([CH3:17])=[CH:13][CH:12]=3)[N:10]=[C:5]2[CH:4]=1. Product: [CH3:1][O:2][CH:3]1[CH2:26][NH:25][C:6]2=[N:7][C:8]([C:18]3[CH:23]=[CH:22][C:21]([CH3:24])=[CH:20][CH:19]=3)=[C:9]([C:11]3[CH:12]=[CH:13][C:14]([CH3:17])=[CH:15][CH:16]=3)[N:10]=[C:5]2[CH2:4]1. The catalyst class is: 19. (4) Reactant: [CH3:1][O:2][C:3]1[CH:10]=[CH:9][CH:8]=[CH:7][C:4]=1[CH:5]=[O:6].C(O[CH2:15][CH:16]=[CH2:17])(=O)C.O.CCN(CC)CC.CC1C(C)=C(C)C(C)=C(C)C=1C. Product: [CH3:1][O:2][C:3]1[CH:10]=[CH:9][CH:8]=[CH:7][C:4]=1[CH:5]([OH:6])[CH2:17][CH:16]=[CH2:15]. The catalyst class is: 12. (5) Reactant: [CH2:1]([O:3][C:4](=[O:38])[CH:5]=[CH:6][C:7]1[CH:8]=[N:9][CH:10]=[CH:11][C:12]=1[N:13]1[CH2:18][CH2:17][CH:16]([CH2:19][O:20][C:21]2[CH:30]=[C:29]3[C:24]([CH2:25][CH2:26][N:27](C(OC(C)(C)C)=O)[CH2:28]3)=[CH:23][CH:22]=2)[CH2:15][CH2:14]1)[CH3:2].FC(F)(F)C(O)=O. Product: [CH2:1]([O:3][C:4](=[O:38])[CH:5]=[CH:6][C:7]1[CH:8]=[N:9][CH:10]=[CH:11][C:12]=1[N:13]1[CH2:18][CH2:17][CH:16]([CH2:19][O:20][C:21]2[CH:30]=[C:29]3[C:24]([CH2:25][CH2:26][NH:27][CH2:28]3)=[CH:23][CH:22]=2)[CH2:15][CH2:14]1)[CH3:2]. The catalyst class is: 22.